This data is from Reaction yield outcomes from USPTO patents with 853,638 reactions. The task is: Predict the reaction yield, written as a fraction of the theoretical maximum amount of product (1.0 means a 100% yield; for example, 0.34 means a 34% yield). (1) The reactants are [NH2:1][C@H:2]1[C@H:6]([C:7]2[CH:12]=[CH:11][C:10]([Cl:13])=[C:9]([Cl:14])[CH:8]=2)[CH2:5][N:4]([C:15]([O:17][C:18]([CH3:21])([CH3:20])[CH3:19])=[O:16])[CH2:3]1.O.[C:23]1([CH3:33])[CH:28]=[CH:27][C:26]([S:29]([OH:32])(=[O:31])=[O:30])=[CH:25][CH:24]=1.CCCCCC. The catalyst is C(OCC)(=O)C. The product is [C:23]1([CH3:33])[CH:24]=[CH:25][C:26]([S:29]([OH:32])(=[O:30])=[O:31])=[CH:27][CH:28]=1.[NH2:1][C@H:2]1[C@H:6]([C:7]2[CH:12]=[CH:11][C:10]([Cl:13])=[C:9]([Cl:14])[CH:8]=2)[CH2:5][N:4]([C:15]([O:17][C:18]([CH3:21])([CH3:20])[CH3:19])=[O:16])[CH2:3]1. The yield is 0.770. (2) The reactants are [NH2:1][CH2:2][CH2:3][CH2:4][CH2:5][CH2:6][C:7]([N:9]1[CH2:13][CH:12]([OH:14])[CH2:11][CH:10]1[CH:15]([C:34]1[CH:39]=[CH:38][CH:37]=[CH:36][CH:35]=1)[O:16][CH:17]([C:26]1[CH:31]=[CH:30][C:29]([O:32][CH3:33])=[CH:28][CH:27]=1)[C:18]1[CH:23]=[CH:22][C:21]([O:24][CH3:25])=[CH:20][CH:19]=1)=[O:8].C(N(CC)CC)C.[CH2:47]([C:63]1([CH3:90])[CH2:72][CH2:71][C:70]2[C:65](=[C:66]([CH3:89])[C:67]([CH3:88])=[C:68]([O:74][CH2:75][CH2:76][O:77][C:78](=O)[O:79]N3C(=O)CCC3=O)[C:69]=2[CH3:73])[O:64]1)[CH2:48][CH2:49][CH2:50][CH2:51][CH2:52][CH2:53][CH2:54][CH2:55][CH2:56][CH2:57][CH2:58][CH2:59][CH2:60][CH2:61][CH3:62].CO.C(Cl)(Cl)Cl. The catalyst is ClCCl. The product is [CH2:47]([C:63]1([CH3:90])[CH2:72][CH2:71][C:70]2[C:65](=[C:66]([CH3:89])[C:67]([CH3:88])=[C:68]([O:74][CH2:75][CH2:76][O:77][C:78](=[O:79])[NH:1][CH2:2][CH2:3][CH2:4][CH2:5][CH2:6][C:7]([N:9]3[CH2:13][CH:12]([OH:14])[CH2:11][CH:10]3[CH:15]([C:34]3[CH:39]=[CH:38][CH:37]=[CH:36][CH:35]=3)[O:16][CH:17]([C:26]3[CH:31]=[CH:30][C:29]([O:32][CH3:33])=[CH:28][CH:27]=3)[C:18]3[CH:23]=[CH:22][C:21]([O:24][CH3:25])=[CH:20][CH:19]=3)=[O:8])[C:69]=2[CH3:73])[O:64]1)[CH2:48][CH2:49][CH2:50][CH2:51][CH2:52][CH2:53][CH2:54][CH2:55][CH2:56][CH2:57][CH2:58][CH2:59][CH2:60][CH2:61][CH3:62]. The yield is 0.880. (3) The reactants are Cl[CH:2]([CH:16]1[CH2:21][CH2:20][CH2:19][CH2:18][CH2:17]1)[C:3]1[CH:4]=[C:5]([C:9]2[N:10]=[N:11][C:12]([CH3:15])=[CH:13][CH:14]=2)[O:6][C:7]=1[CH3:8].[NH2:22][C:23]1[CH:28]=[CH:27][C:26]([C:29]([N:31]([CH3:39])[CH2:32][CH2:33][C:34]([O:36]CC)=[O:35])=[O:30])=[CH:25][CH:24]=1.C(=O)([O-])[O-].[Na+].[Na+].[I-].[Na+]. The catalyst is CN(C)C(=O)C.O. The product is [CH:16]1([CH:2]([NH:22][C:23]2[CH:24]=[CH:25][C:26]([C:29]([N:31]([CH3:39])[CH2:32][CH2:33][C:34]([OH:36])=[O:35])=[O:30])=[CH:27][CH:28]=2)[C:3]2[CH:4]=[C:5]([C:9]3[N:10]=[N:11][C:12]([CH3:15])=[CH:13][CH:14]=3)[O:6][C:7]=2[CH3:8])[CH2:21][CH2:20][CH2:19][CH2:18][CH2:17]1. The yield is 0.330. (4) The reactants are [CH3:1][O:2][CH2:3][CH:4]1[CH2:8][N:7]([C:9]([O:11][C:12]([CH3:15])([CH3:14])[CH3:13])=[O:10])[CH:6]([C:16]2[NH:20][C:19]3[C:21]4[C:26]([CH:27]=[CH:28][C:18]=3[N:17]=2)=[CH:25][C:24]2[C:29]3[C:34]([CH2:35][O:36][C:23]=2[CH:22]=4)=[CH:33][C:32](B2OC(C)(C)C(C)(C)O2)=[CH:31][CH:30]=3)[CH2:5]1.Br[C:47]1[NH:51][C:50]([C@@H:52]2[CH2:56][CH2:55][CH2:54][N:53]2[C:57](=[O:68])[C@@H:58]([NH:63][C:64](=[O:67])[O:65][CH3:66])[C@H:59]([O:61][CH3:62])[CH3:60])=[N:49][CH:48]=1.C(=O)([O-])[O-].[K+].[K+]. The catalyst is CS(C)=O.CCOC(C)=O.C1C=CC([P]([Pd]([P](C2C=CC=CC=2)(C2C=CC=CC=2)C2C=CC=CC=2)([P](C2C=CC=CC=2)(C2C=CC=CC=2)C2C=CC=CC=2)[P](C2C=CC=CC=2)(C2C=CC=CC=2)C2C=CC=CC=2)(C2C=CC=CC=2)C2C=CC=CC=2)=CC=1.C1C=CC(P(C2C=CC=CC=2)[C-]2C=CC=C2)=CC=1.C1C=CC(P(C2C=CC=CC=2)[C-]2C=CC=C2)=CC=1.Cl[Pd]Cl.[Fe+2]. The product is [CH3:66][O:65][C:64]([NH:63][C@H:58]([C:57]([N:53]1[CH2:54][CH2:55][CH2:56][C@H:52]1[C:50]1[NH:51][C:47]([C:32]2[CH:33]=[C:34]3[CH2:35][O:36][C:23]4[CH:22]=[C:21]5[C:26]([CH:27]=[CH:28][C:18]6[N:17]=[C:16]([C@@H:6]7[CH2:5][C@H:4]([CH2:3][O:2][CH3:1])[CH2:8][N:7]7[C:9]([O:11][C:12]([CH3:13])([CH3:14])[CH3:15])=[O:10])[NH:20][C:19]=65)=[CH:25][C:24]=4[C:29]3=[CH:30][CH:31]=2)=[CH:48][N:49]=1)=[O:68])[C@@H:59]([CH3:60])[O:61][CH3:62])=[O:67]. The yield is 0.630. (5) The reactants are [CH:1]([NH:4][C:5]1[S:6][C:7]2[CH:12]=[C:11]([C:13](OC)=[O:14])[N:10]=[CH:9][C:8]=2[N:17]=1)([CH3:3])[CH3:2].[H-].[H-].[H-].[H-].[Li+].[Al+3].CCOC(C)=O. The catalyst is C1COCC1. The product is [CH:1]([NH:4][C:5]1[S:6][C:7]2[CH:12]=[C:11]([CH2:13][OH:14])[N:10]=[CH:9][C:8]=2[N:17]=1)([CH3:3])[CH3:2]. The yield is 0.930.